This data is from Catalyst prediction with 721,799 reactions and 888 catalyst types from USPTO. The task is: Predict which catalyst facilitates the given reaction. Reactant: [F:1][C:2]1[CH:7]=[CH:6][C:5]([NH:8][C:9]([C:11]2[N:15]([CH3:16])[CH:14]=[C:13]([S:17](Cl)(=[O:19])=[O:18])[CH:12]=2)=[O:10])=[CH:4][C:3]=1[CH3:21].CCN(C(C)C)C(C)C.Cl.[CH3:32][O:33][C:34](=[O:39])[C:35]([NH2:38])([CH3:37])[CH3:36]. Product: [F:1][C:2]1[CH:7]=[CH:6][C:5]([NH:8][C:9]([C:11]2[N:15]([CH3:16])[CH:14]=[C:13]([S:17]([NH:38][C:35]([CH3:37])([CH3:36])[C:34]([O:33][CH3:32])=[O:39])(=[O:19])=[O:18])[CH:12]=2)=[O:10])=[CH:4][C:3]=1[CH3:21]. The catalyst class is: 2.